This data is from Forward reaction prediction with 1.9M reactions from USPTO patents (1976-2016). The task is: Predict the product of the given reaction. (1) The product is: [Si:55]([O:34][C@@H:24]1[C@H:23]([CH2:35]/[CH:36]=[CH:37]\[CH2:38][CH2:39][CH2:40][C:41]([O:43][CH3:44])=[O:42])[C@@H:22](/[CH:21]=[CH:20]/[C:19]([O:18][Si:1]([C:14]([CH3:16])([CH3:15])[CH3:17])([C:8]2[CH:13]=[CH:12][CH:11]=[CH:10][CH:9]=2)[C:2]2[CH:7]=[CH:6][CH:5]=[CH:4][CH:3]=2)([CH3:50])[CH2:45][CH2:46][CH2:47][CH2:48][CH3:49])[C@H:26]([O:27][CH:28]2[CH2:33][CH2:32][CH2:31][CH2:30][O:29]2)[CH2:25]1)([C:52]([CH3:54])([CH3:53])[CH3:51])([C:62]1[CH:63]=[CH:64][CH:65]=[CH:66][CH:67]=1)[C:56]1[CH:61]=[CH:60][CH:59]=[CH:58][CH:57]=1. Given the reactants [Si:1]([O:18][C:19]([CH3:50])([CH2:45][CH2:46][CH2:47][CH2:48][CH3:49])/[CH:20]=[CH:21]/[C@H:22]1[C@H:26]([O:27][CH:28]2[CH2:33][CH2:32][CH2:31][CH2:30][O:29]2)[CH2:25][C@H:24]([OH:34])[C@@H:23]1[CH2:35]/[CH:36]=[CH:37]\[CH2:38][CH2:39][CH2:40][C:41]([O:43][CH3:44])=[O:42])([C:14]([CH3:17])([CH3:16])[CH3:15])([C:8]1[CH:13]=[CH:12][CH:11]=[CH:10][CH:9]=1)[C:2]1[CH:7]=[CH:6][CH:5]=[CH:4][CH:3]=1.[CH3:51][C:52]([Si:55](Cl)([C:62]1[CH:67]=[CH:66][CH:65]=[CH:64][CH:63]=1)[C:56]1[CH:61]=[CH:60][CH:59]=[CH:58][CH:57]=1)([CH3:54])[CH3:53], predict the reaction product. (2) The product is: [CH2:22]([O:1][N:2]1[C:3](=[O:12])[C:4]2[C:5](=[CH:8][CH:9]=[CH:10][CH:11]=2)[C:6]1=[O:7])[CH:21]=[CH2:20]. Given the reactants [OH:1][N:2]1[C:6](=[O:7])[C:5]2=[CH:8][CH:9]=[CH:10][CH:11]=[C:4]2[C:3]1=[O:12].C(N(CC)CC)C.[CH2:20](Br)[CH:21]=[CH2:22], predict the reaction product. (3) Given the reactants [F:1][C:2]1[CH:3]=[C:4]2[C:9](=[C:10]([C:12]([OH:14])=O)[CH:11]=1)[NH:8][CH:7]([C:15]1[CH:20]=[CH:19][CH:18]=[C:17]([N:21]3[CH2:26][CH2:25][N:24]([C:27]4[CH:32]=[CH:31][C:30]([CH3:33])=[CH:29][CH:28]=4)[CH2:23][CH2:22]3)[CH:16]=1)[CH2:6][C:5]2([CH3:35])[CH3:34].[CH3:36][S:37]([NH2:40])(=[O:39])=[O:38], predict the reaction product. The product is: [F:1][C:2]1[CH:3]=[C:4]2[C:9](=[C:10]([C:12]([NH:40][S:37]([CH3:36])(=[O:39])=[O:38])=[O:14])[CH:11]=1)[NH:8][CH:7]([C:15]1[CH:20]=[CH:19][CH:18]=[C:17]([N:21]3[CH2:26][CH2:25][N:24]([C:27]4[CH:28]=[CH:29][C:30]([CH3:33])=[CH:31][CH:32]=4)[CH2:23][CH2:22]3)[CH:16]=1)[CH2:6][C:5]2([CH3:35])[CH3:34].